From a dataset of Catalyst prediction with 721,799 reactions and 888 catalyst types from USPTO. Predict which catalyst facilitates the given reaction. (1) Reactant: [C:1]([O:5][C:6](=[O:15])[NH:7][C@@H:8]1[CH2:13][C@@H:12]([CH3:14])[CH2:11][NH:10][CH2:9]1)([CH3:4])([CH3:3])[CH3:2].N1C=CC=CC=1.[C:22](OC(=O)C)(=[O:24])[CH3:23].CO. Product: [C:1]([O:5][C:6](=[O:15])[NH:7][C@@H:8]1[CH2:13][C@@H:12]([CH3:14])[CH2:11][N:10]([C:22](=[O:24])[CH3:23])[CH2:9]1)([CH3:4])([CH3:2])[CH3:3]. The catalyst class is: 2. (2) Reactant: [CH:1]1([CH2:4][C:5]2[C:16]([C:17]3[CH:22]=[CH:21][C:20]([C:23]4([NH:27]C(=O)OC(C)(C)C)[CH2:26][CH2:25][CH2:24]4)=[CH:19][CH:18]=3)=[N:15][C:8]3[O:9][CH2:10][C:11](=[O:14])[N:12]([CH3:13])[C:7]=3[CH:6]=2)[CH2:3][CH2:2]1.C(O)(C(F)(F)F)=O. Product: [NH2:27][C:23]1([C:20]2[CH:21]=[CH:22][C:17]([C:16]3[C:5]([CH2:4][CH:1]4[CH2:2][CH2:3]4)=[CH:6][C:7]4[N:12]([CH3:13])[C:11](=[O:14])[CH2:10][O:9][C:8]=4[N:15]=3)=[CH:18][CH:19]=2)[CH2:24][CH2:25][CH2:26]1. The catalyst class is: 4. (3) Reactant: [CH3:1][Li].[CH3:3][C:4]([CH3:32])([CH3:31])[CH2:5][C:6]1[N:7]=[C:8]([C:17](=[O:30])[CH2:18][C:19]2[CH:24]=[CH:23][C:22]([N:25]3[CH:29]=[CH:28][CH:27]=[N:26]3)=[CH:21][CH:20]=2)[N:9]([S:11]([N:14]([CH3:16])[CH3:15])(=[O:13])=[O:12])[CH:10]=1. Product: [CH3:3][C:4]([CH3:32])([CH3:31])[CH2:5][C:6]1[N:7]=[C:8]([C:17]([OH:30])([CH3:1])[CH2:18][C:19]2[CH:24]=[CH:23][C:22]([N:25]3[CH:29]=[CH:28][CH:27]=[N:26]3)=[CH:21][CH:20]=2)[N:9]([S:11]([N:14]([CH3:16])[CH3:15])(=[O:12])=[O:13])[CH:10]=1. The catalyst class is: 7. (4) Reactant: Cl[CH:2]([C:19]1[CH:24]=[CH:23][C:22]([Cl:25])=[CH:21][CH:20]=1)[C:3]1[CH:4]=[C:5]2[C:10](=[CH:11][CH:12]=1)[NH:9][C:8](=[O:13])[CH:7]=[C:6]2[N:14]1[CH:18]=[CH:17][N:16]=[CH:15]1.[NH:26]1[CH:30]=[CH:29][N:28]=[CH:27]1. Product: [Cl:25][C:22]1[CH:23]=[CH:24][C:19]([CH:2]([N:26]2[CH:30]=[CH:29][N:28]=[CH:27]2)[C:3]2[CH:4]=[C:5]3[C:10](=[CH:11][CH:12]=2)[NH:9][C:8](=[O:13])[CH:7]=[C:6]3[N:14]2[CH:18]=[CH:17][N:16]=[CH:15]2)=[CH:20][CH:21]=1. The catalyst class is: 10. (5) Reactant: [OH-].[K+].[CH2:3](Br)[CH:4]=[CH2:5].C1OCCOCCOCCOCCOCCOC1.[OH:25][CH:26]1[CH2:43][CH2:42][C:29]2([CH2:34][CH2:33][N:32]([C:35]([O:37][C:38]([CH3:41])([CH3:40])[CH3:39])=[O:36])[CH2:31][CH2:30]2)[CH2:28][CH2:27]1. Product: [CH2:3]([O:25][CH:26]1[CH2:27][CH2:28][C:29]2([CH2:34][CH2:33][N:32]([C:35]([O:37][C:38]([CH3:39])([CH3:40])[CH3:41])=[O:36])[CH2:31][CH2:30]2)[CH2:42][CH2:43]1)[CH:4]=[CH2:5]. The catalyst class is: 133. (6) Reactant: C([O:3][C:4](=[O:21])[C@@H:5](O)[C:6](=[O:19])[CH2:7][CH:8]([CH2:12][CH2:13][C:14]1[CH:18]=[CH:17][S:16][CH:15]=1)[CH:9]([CH3:11])[CH3:10])C.[OH-].[Na+]. Product: [OH:19][C:6]1[CH2:7][C@:8]([CH:9]([CH3:11])[CH3:10])([CH2:12][CH2:13][C:14]2[CH:18]=[CH:17][S:16][CH:15]=2)[O:3][C:4](=[O:21])[CH:5]=1. The catalyst class is: 1. (7) Reactant: [C:1]1([C:7]2[CH:13]=[C:12]([C:14]3[CH:19]=[CH:18][CH:17]=[CH:16][CH:15]=3)[CH:11]=[C:10]([F:20])[C:8]=2[NH2:9])[CH:6]=[CH:5][CH:4]=[CH:3][CH:2]=1.Br[C:22]1[CH:27]=[CH:26][CH:25]=[CH:24][CH:23]=1.[Na]. Product: [C:1]1([C:7]2[CH:13]=[C:12]([C:14]3[CH:15]=[CH:16][CH:17]=[CH:18][CH:19]=3)[CH:11]=[C:10]([F:20])[C:8]=2[NH:9][C:22]2[CH:27]=[CH:26][CH:25]=[CH:24][CH:23]=2)[CH:6]=[CH:5][CH:4]=[CH:3][CH:2]=1. The catalyst class is: 101. (8) Reactant: [C:1]([C:3]1[CH:4]=[C:5]([C:26]2[CH:31]=[CH:30][CH:29]=[CH:28][CH:27]=2)[CH:6]=[CH:7][C:8]=1[NH:9][C:10](=[O:25])[C:11]1[CH:16]=[C:15]([C:17]([F:20])([F:19])[F:18])[CH:14]=[C:13]([C:21]([F:24])([F:23])[F:22])[CH:12]=1)#[N:2].[N-:32]=[N+:33]=[N-:34].[Na+].Cl.C(N(CC)CC)C.OS([O-])(=O)=O.[K+]. Product: [NH:32]1[C:1]([C:3]2[CH:4]=[C:5]([C:26]3[CH:31]=[CH:30][CH:29]=[CH:28][CH:27]=3)[CH:6]=[CH:7][C:8]=2[NH:9][C:10](=[O:25])[C:11]2[CH:16]=[C:15]([C:17]([F:18])([F:19])[F:20])[CH:14]=[C:13]([C:21]([F:24])([F:22])[F:23])[CH:12]=2)=[N:2][N:34]=[N:33]1. The catalyst class is: 3.